From a dataset of Peptide-MHC class I binding affinity with 185,985 pairs from IEDB/IMGT. Regression. Given a peptide amino acid sequence and an MHC pseudo amino acid sequence, predict their binding affinity value. This is MHC class I binding data. (1) The peptide sequence is GMFGGCFAA. The MHC is HLA-A01:01 with pseudo-sequence HLA-A01:01. The binding affinity (normalized) is 0.0847. (2) The peptide sequence is KAWSEGLAM. The MHC is HLA-B58:01 with pseudo-sequence HLA-B58:01. The binding affinity (normalized) is 0.434.